This data is from TCR-epitope binding with 47,182 pairs between 192 epitopes and 23,139 TCRs. The task is: Binary Classification. Given a T-cell receptor sequence (or CDR3 region) and an epitope sequence, predict whether binding occurs between them. (1) The epitope is FPPTSFGPL. The TCR CDR3 sequence is CSARTAPVGNEQFF. Result: 0 (the TCR does not bind to the epitope). (2) The epitope is FVDGVPFVV. The TCR CDR3 sequence is CASSQDRDRQTYGYTF. Result: 1 (the TCR binds to the epitope). (3) The epitope is GTSGSPIVNR. The TCR CDR3 sequence is CASNPGAGELFF. Result: 1 (the TCR binds to the epitope). (4) The epitope is IQYIDIGNY. The TCR CDR3 sequence is CASSLVSAGTYEQYF. Result: 0 (the TCR does not bind to the epitope).